From a dataset of Full USPTO retrosynthesis dataset with 1.9M reactions from patents (1976-2016). Predict the reactants needed to synthesize the given product. (1) Given the product [Cl:1][C:2]1[S:3][C:4]([CH2:8][OH:9])=[C:5]([Cl:7])[N:6]=1, predict the reactants needed to synthesize it. The reactants are: [Cl:1][C:2]1[S:3][C:4]([CH:8]=[O:9])=[C:5]([Cl:7])[N:6]=1.[BH4-].[Na+].O. (2) Given the product [C:1]([O:4][CH2:5][C@H:6]([N:8]1[CH:17]=[CH:16][C:15]2[C:10](=[CH:11][CH:12]=[C:13]([CH3:21])[C:14]=2[NH2:18])[C:9]1=[O:22])[CH3:7])(=[O:3])[CH3:2], predict the reactants needed to synthesize it. The reactants are: [C:1]([O:4][CH2:5][C@H:6]([N:8]1[CH:17]=[CH:16][C:15]2[C:10](=[CH:11][CH:12]=[C:13]([CH3:21])[C:14]=2[N+:18]([O-])=O)[C:9]1=[O:22])[CH3:7])(=[O:3])[CH3:2].C(O)C.[Cl-].[NH4+].O. (3) The reactants are: C(N1C=CN=C1)(N1C=CN=C1)=O.[CH:13]1([C@@:19]([OH:29])([C:23]2[CH:28]=[CH:27][CH:26]=[CH:25][CH:24]=2)[C:20](O)=[O:21])[CH2:18][CH2:17][CH2:16][CH2:15][CH2:14]1.[BH4-].[Na+]. Given the product [CH:23]1([C@:19]([C:13]2[CH:14]=[CH:15][CH:16]=[CH:17][CH:18]=2)([OH:29])[CH2:20][OH:21])[CH2:28][CH2:27][CH2:26][CH2:25][CH2:24]1, predict the reactants needed to synthesize it.